This data is from Reaction yield outcomes from USPTO patents with 853,638 reactions. The task is: Predict the reaction yield, written as a fraction of the theoretical maximum amount of product (1.0 means a 100% yield; for example, 0.34 means a 34% yield). The reactants are CCN(C(C)C)C(C)C.OC(C(F)(F)F)=O.[NH2:17][CH2:18][C:19]([N:21]1[CH2:26][CH2:25][N:24]([C:27](=[O:38])[C:28]2[CH:33]=[CH:32][CH:31]=[CH:30][C:29]=2[C:34]([F:37])([F:36])[F:35])[CH2:23][CH2:22]1)=[O:20].C1C=CC2N(O)N=NC=2C=1.CCN=C=NCCCN(C)C.Cl.[N+:61]([C:64]1[CH:72]=[CH:71][C:67]([C:68](O)=[O:69])=[CH:66][CH:65]=1)([O-:63])=[O:62]. The catalyst is CN(C=O)C.O. The product is [N+:61]([C:64]1[CH:65]=[CH:66][C:67]([C:68]([NH:17][CH2:18][C:19](=[O:20])[N:21]2[CH2:22][CH2:23][N:24]([C:27](=[O:38])[C:28]3[CH:33]=[CH:32][CH:31]=[CH:30][C:29]=3[C:34]([F:37])([F:35])[F:36])[CH2:25][CH2:26]2)=[O:69])=[CH:71][CH:72]=1)([O-:63])=[O:62]. The yield is 0.740.